This data is from Peptide-MHC class II binding affinity with 134,281 pairs from IEDB. The task is: Regression. Given a peptide amino acid sequence and an MHC pseudo amino acid sequence, predict their binding affinity value. This is MHC class II binding data. (1) The peptide sequence is EKKYFAATQFEPRAA. The MHC is HLA-DQA10501-DQB10301 with pseudo-sequence HLA-DQA10501-DQB10301. The binding affinity (normalized) is 0.295. (2) The peptide sequence is RGHHRQVIGAAQLGR. The MHC is DRB1_0101 with pseudo-sequence DRB1_0101. The binding affinity (normalized) is 0.604. (3) The binding affinity (normalized) is 0.402. The MHC is DRB1_0801 with pseudo-sequence DRB1_0801. The peptide sequence is PTRVVNWEVIIMDEA. (4) The peptide sequence is LKRLWKMLDPRQGLA. The MHC is HLA-DQA10201-DQB10301 with pseudo-sequence HLA-DQA10201-DQB10301. The binding affinity (normalized) is 0. (5) The peptide sequence is RQHGSEEWEPLTKKG. The MHC is HLA-DQA10501-DQB10201 with pseudo-sequence HLA-DQA10501-DQB10201. The binding affinity (normalized) is 0.